This data is from Catalyst prediction with 721,799 reactions and 888 catalyst types from USPTO. The task is: Predict which catalyst facilitates the given reaction. Reactant: [C:1]([O:5][C:6](=[O:18])[NH:7][C:8]([CH3:17])([CH3:16])[CH2:9][CH:10](O)[CH2:11][N+:12]([O-:14])=[O:13])([CH3:4])([CH3:3])[CH3:2].C(N(CC)CC)C.CS(Cl)(=O)=O. Product: [C:1]([O:5][C:6](=[O:18])[NH:7][C:8]([CH3:17])([CH3:16])[CH2:9][CH:10]=[CH:11][N+:12]([O-:14])=[O:13])([CH3:4])([CH3:2])[CH3:3]. The catalyst class is: 34.